From a dataset of Catalyst prediction with 721,799 reactions and 888 catalyst types from USPTO. Predict which catalyst facilitates the given reaction. (1) Reactant: [C:1]([C:3]1[CH:4]=[C:5]([CH:34]=[C:35]([CH3:37])[CH:36]=1)[C:6]([C:8]1[N:13]([CH2:14][CH2:15][O:16]C(=O)C)[C:12](=[O:20])[N:11]([CH2:21][C:22]2[CH:27]=[CH:26][C:25]([O:28][CH3:29])=[CH:24][CH:23]=2)[C:10](=[O:30])[C:9]=1[CH:31]([CH3:33])[CH3:32])=[O:7])#[N:2].C(=O)([O-])[O-].[K+].[K+]. Product: [OH:16][CH2:15][CH2:14][N:13]1[C:8]([C:6]([C:5]2[CH:4]=[C:3]([CH:36]=[C:35]([CH3:37])[CH:34]=2)[C:1]#[N:2])=[O:7])=[C:9]([CH:31]([CH3:33])[CH3:32])[C:10](=[O:30])[N:11]([CH2:21][C:22]2[CH:27]=[CH:26][C:25]([O:28][CH3:29])=[CH:24][CH:23]=2)[C:12]1=[O:20]. The catalyst class is: 5. (2) Reactant: CCN(C(C)C)C(C)C.FC(F)(F)C(O)=O.[O:17]=[C:18]([N:37]1[CH2:42][CH2:41][C:40]([CH2:43][C:44]2[S:45][CH:46]=[CH:47][N:48]=2)=[CH:39][CH2:38]1)/[CH:19]=[CH:20]/[C:21]1[CH:22]=[C:23]2[C:33](=[N:34][CH:35]=1)[NH:32][C:31](=[O:36])[C:25]1([CH2:30][CH2:29][NH:28][CH2:27][CH2:26]1)[CH2:24]2.[C:49](O)(=[O:52])[CH2:50][OH:51].C1C=CC2N(O)N=NC=2C=1.CCN=C=NCCCN(C)C.Cl. Product: [OH:52][CH2:49][C:50]([N:28]1[CH2:29][CH2:30][C:25]2([CH2:24][C:23]3[C:33](=[N:34][CH:35]=[C:21](/[CH:20]=[CH:19]/[C:18](=[O:17])[N:37]4[CH2:42][CH2:41][C:40]([CH2:43][C:44]5[S:45][CH:46]=[CH:47][N:48]=5)=[CH:39][CH2:38]4)[CH:22]=3)[NH:32][C:31]2=[O:36])[CH2:26][CH2:27]1)=[O:51]. The catalyst class is: 18. (3) Reactant: OC1C=CN2C(C(NC)=O)=C(C)N=C2C=1.[CH3:16][O:17][C:18]1[CH:23]=[CH:22][N:21]=[C:20]([NH2:24])[CH:19]=1.Cl[CH:26]([C:32](=O)[CH3:33])[C:27]([O:29][CH2:30][CH3:31])=[O:28]. Product: [CH3:16][O:17][C:18]1[CH:23]=[CH:22][N:21]2[C:26]([C:27]([O:29][CH2:30][CH3:31])=[O:28])=[C:32]([CH3:33])[N:24]=[C:20]2[CH:19]=1. The catalyst class is: 8. (4) Reactant: Cl.[NH2:2][CH2:3][C:4]([NH2:6])=[O:5].[Cl:7][C:8]1[CH:9]=[C:10]([CH:24]=[CH:25][C:26]=1[Cl:27])[CH2:11][C:12]1[CH:13]=[N:14][C:15]2[N:16]([N:18]=[CH:19][C:20]=2[C:21](O)=[O:22])[CH:17]=1.C(N(CC)CC)C.CN(C(ON1N=NC2C=CC=CC1=2)=[N+](C)C)C.[B-](F)(F)(F)F. Product: [NH2:6][C:4](=[O:5])[CH2:3][NH:2][C:21]([C:20]1[CH:19]=[N:18][N:16]2[CH:17]=[C:12]([CH2:11][C:10]3[CH:24]=[CH:25][C:26]([Cl:27])=[C:8]([Cl:7])[CH:9]=3)[CH:13]=[N:14][C:15]=12)=[O:22]. The catalyst class is: 3. (5) Reactant: [Cl:1][C:2]1[C:3]([F:30])=[C:4]([NH:8][C:9]2[C:18]3[C:13](=[CH:14][C:15]([O:28][CH3:29])=[C:16]([CH2:19][NH:20][CH:21]4[CH2:26][CH2:25][CH2:24][NH:23][C:22]4=[O:27])[CH:17]=3)[N:12]=[CH:11][N:10]=2)[CH:5]=[CH:6][CH:7]=1.C=O.S([O-])([O-])(=O)=O.[Mg+2].[C:39]([BH3-])#N.[Na+]. Product: [Cl:1][C:2]1[C:3]([F:30])=[C:4]([NH:8][C:9]2[C:18]3[C:13](=[CH:14][C:15]([O:28][CH3:29])=[C:16]([CH2:19][N:20]([CH3:39])[CH:21]4[CH2:26][CH2:25][CH2:24][NH:23][C:22]4=[O:27])[CH:17]=3)[N:12]=[CH:11][N:10]=2)[CH:5]=[CH:6][CH:7]=1. The catalyst class is: 5. (6) Reactant: Cl.[CH3:2][C:3]1([CH3:31])[C:7]([CH3:9])(O)[C:6]2[C:10]([CH3:30])=[C:11]([N:16]3[CH2:21][CH2:20][N:19]([C:22]4[CH:27]=[CH:26][C:25]([O:28][CH3:29])=[CH:24][CH:23]=4)[CH2:18][CH2:17]3)[C:12]([CH3:15])=[C:13]([CH3:14])[C:5]=2[O:4]1. Product: [CH3:29][O:28][C:25]1[CH:24]=[CH:23][C:22]([N:19]2[CH2:20][CH2:21][N:16]([C:11]3[C:12]([CH3:15])=[C:13]([CH3:14])[C:5]4[O:4][C:3]([CH3:2])([CH3:31])[C:7](=[CH2:9])[C:6]=4[C:10]=3[CH3:30])[CH2:17][CH2:18]2)=[CH:27][CH:26]=1. The catalyst class is: 10. (7) Reactant: [Br:1][C:2]1[C:28]([O:29]C)=[CH:27][C:5]2[CH2:6][CH2:7][C:8]3[C:12]([C:4]=2[CH:3]=1)=[N:11][N:10]([CH2:13][CH2:14][CH2:15][NH:16]C(OC(C)(C)C)=O)[C:9]=3[C:24]([OH:26])=[O:25].B(Br)(Br)Br. Product: [BrH:1].[NH2:16][CH2:15][CH2:14][CH2:13][N:10]1[C:9]([C:24]([OH:26])=[O:25])=[C:8]2[C:12]([C:4]3[CH:3]=[C:2]([Br:1])[C:28]([OH:29])=[CH:27][C:5]=3[CH2:6][CH2:7]2)=[N:11]1. The catalyst class is: 2. (8) Reactant: [BH4-].[Na+].[CH3:3][N:4]1[C:9]2[CH:10]=[C:11]([C:14](=[O:31])[CH2:15][N:16]3[CH2:21][CH:20]=[C:19]([C:22]4[C:30]5[C:25](=[N:26][CH:27]=[CH:28][CH:29]=5)[NH:24][CH:23]=4)[CH2:18][CH2:17]3)[CH:12]=[CH:13][C:8]=2[O:7][CH2:6][C:5]1=[O:32]. Product: [OH:31][CH:14]([C:11]1[CH:12]=[CH:13][C:8]2[O:7][CH2:6][C:5](=[O:32])[N:4]([CH3:3])[C:9]=2[CH:10]=1)[CH2:15][N:16]1[CH2:17][CH:18]=[C:19]([C:22]2[C:30]3[C:25](=[N:26][CH:27]=[CH:28][CH:29]=3)[NH:24][CH:23]=2)[CH2:20][CH2:21]1. The catalyst class is: 5.